From a dataset of Full USPTO retrosynthesis dataset with 1.9M reactions from patents (1976-2016). Predict the reactants needed to synthesize the given product. (1) Given the product [O:28]([CH2:35][C:36]([NH:37][CH:20]([C:22]1[CH:23]=[CH:24][CH:25]=[CH:26][CH:27]=1)[CH2:19][C:10]1[C:9]([O:8][S:38](=[O:40])(=[O:39])[OH:41])=[C:18]2[C:13]([CH:14]=[CH:15][CH:16]=[N:17]2)=[CH:12][CH:11]=1)=[O:44])[C:29]1[CH:34]=[CH:33][CH:32]=[CH:31][CH:30]=1, predict the reactants needed to synthesize it. The reactants are: C([O:8][C:9]1[C:10]([CH2:19][CH:20]([C:22]2[CH:27]=[CH:26][CH:25]=[CH:24][CH:23]=2)O)=[CH:11][CH:12]=[C:13]2[C:18]=1[N:17]=[CH:16][CH:15]=[CH:14]2)C1C=CC=CC=1.[O:28]([CH2:35][C:36]#[N:37])[C:29]1[CH:34]=[CH:33][CH:32]=[CH:31][CH:30]=1.[S:38](=O)(=[O:41])([OH:40])[OH:39].C(=O)(O)[O-:44].[Na+]. (2) Given the product [CH2:1]([O:3][C:4]1[CH:5]=[C:6]([N:13]2[CH2:18][CH2:17][N:16]([CH2:19][CH2:20][CH3:21])[CH2:15][CH2:14]2)[CH:7]=[CH:8][C:9]=1[NH2:10])[CH3:2], predict the reactants needed to synthesize it. The reactants are: [CH2:1]([O:3][C:4]1[CH:5]=[C:6]([N:13]2[CH2:18][CH2:17][N:16]([CH2:19][CH2:20][CH3:21])[CH2:15][CH2:14]2)[CH:7]=[CH:8][C:9]=1[N+:10]([O-])=O)[CH3:2]. (3) The reactants are: [CH:1]12[NH:8][CH:5]([CH2:6][CH2:7]1)[CH2:4][N:3]([C:9]([O:11][C:12]([CH3:15])([CH3:14])[CH3:13])=[O:10])[CH2:2]2.Br[C:17]1[C:22]([Cl:23])=[CH:21][CH:20]=[CH:19][N:18]=1.C(=O)([O-])[O-].[K+].[K+]. Given the product [Cl:23][C:22]1[C:17]([N:8]2[CH:5]3[CH2:6][CH2:7][CH:1]2[CH2:2][N:3]([C:9]([O:11][C:12]([CH3:15])([CH3:14])[CH3:13])=[O:10])[CH2:4]3)=[N:18][CH:19]=[CH:20][CH:21]=1, predict the reactants needed to synthesize it. (4) Given the product [Cl:1][C:2]1[C:3]([N:12]([CH2:27][CH2:28][O:29][C:30]2[CH:35]=[CH:34][C:33]([F:36])=[CH:32][CH:31]=2)[S:13]([C:16]2[CH:25]=[CH:24][C:19]([C:20]([O:22][CH3:23])=[O:21])=[CH:18][CH:17]=2)(=[O:15])=[O:14])=[N:4][CH:5]=[C:6]([C:8]([F:11])([F:9])[F:10])[CH:7]=1, predict the reactants needed to synthesize it. The reactants are: [Cl:1][C:2]1[C:3]([NH:12][S:13]([C:16]2[CH:25]=[CH:24][C:19]([C:20]([O:22][CH3:23])=[O:21])=[CH:18][CH:17]=2)(=[O:15])=[O:14])=[N:4][CH:5]=[C:6]([C:8]([F:11])([F:10])[F:9])[CH:7]=1.Br[CH2:27][CH2:28][O:29][C:30]1[CH:35]=[CH:34][C:33]([F:36])=[CH:32][CH:31]=1. (5) Given the product [F:1][C:2]1[CH:27]=[CH:26][C:5]([C:6]([NH:8][C@H:9]([C:17]([N:19]2[CH2:24][CH2:23][N:22]([CH3:25])[CH2:21][CH2:20]2)=[O:18])[CH2:10][CH2:11][CH2:12][C:13]([OH:15])=[O:14])=[O:7])=[CH:4][CH:3]=1, predict the reactants needed to synthesize it. The reactants are: [F:1][C:2]1[CH:27]=[CH:26][C:5]([C:6]([NH:8][C@H:9]([C:17]([N:19]2[CH2:24][CH2:23][N:22]([CH3:25])[CH2:21][CH2:20]2)=[O:18])[CH2:10][CH2:11][CH2:12][C:13]([O:15]C)=[O:14])=[O:7])=[CH:4][CH:3]=1.[Li+].[OH-]. (6) Given the product [C:1]([O:5][C:6]([N:8]1[CH2:13][CH2:12][N:11]([C:21](=[O:22])[NH:20][C:14]2[CH:19]=[CH:18][CH:17]=[CH:16][CH:15]=2)[CH2:10][CH2:9]1)=[O:7])([CH3:4])([CH3:2])[CH3:3], predict the reactants needed to synthesize it. The reactants are: [C:1]([O:5][C:6]([N:8]1[CH2:13][CH2:12][NH:11][CH2:10][CH2:9]1)=[O:7])([CH3:4])([CH3:3])[CH3:2].[C:14]1([N:20]=[C:21]=[O:22])[CH:19]=[CH:18][CH:17]=[CH:16][CH:15]=1. (7) Given the product [S:6]1[C:2]([NH:1][S:16]([C:19]2[CH:20]=[CH:21][C:22]([C:23]([OH:25])=[O:24])=[CH:27][CH:28]=2)(=[O:17])=[O:15])=[N:3][CH:4]=[N:5]1, predict the reactants needed to synthesize it. The reactants are: [NH2:1][C:2]1[S:6][N:5]=[CH:4][N:3]=1.[Li].FC1C([O:15][S:16]([C:19]2[CH:28]=[CH:27][C:22]([C:23]([O:25]C)=[O:24])=[CH:21][CH:20]=2)(=O)=[O:17])=C(F)C(F)=C(F)C=1F.[OH-].[Na+]. (8) Given the product [Cl:15][C:8]1[CH:9]=[C:10]2[N:2]([CH3:1])[CH2:3][CH2:4][N:5]2[C:6](=[O:12])[N:7]=1, predict the reactants needed to synthesize it. The reactants are: [CH3:1][N:2]1[C:10]2[N:5]([C:6](=[O:12])[NH:7][C:8](=O)[CH:9]=2)[CH2:4][CH2:3]1.O=P(Cl)(Cl)[Cl:15].